From a dataset of Full USPTO retrosynthesis dataset with 1.9M reactions from patents (1976-2016). Predict the reactants needed to synthesize the given product. (1) Given the product [CH2:1]([P:3]([CH2:12][CH2:11][CH:10]=[O:13])(=[O:9])[O:4][CH2:5][CH2:6][CH2:7][CH3:8])[CH3:2], predict the reactants needed to synthesize it. The reactants are: [CH2:1]([P:3]([O-:9])[O:4][CH2:5][CH2:6][CH2:7][CH3:8])[CH3:2].[CH:10](=[O:13])[CH:11]=[CH2:12]. (2) Given the product [F:11][C:4]1[CH:3]=[C:2]([CH:9]=[C:6]([CH:7]=[O:8])[C:5]=1[F:10])[C:13]#[N:14], predict the reactants needed to synthesize it. The reactants are: Br[C:2]1[CH:3]=[C:4]([F:11])[C:5]([F:10])=[C:6]([CH:9]=1)[CH:7]=[O:8].[Cu](C#N)[C:13]#[N:14].C(OCC)(=O)C.O. (3) The reactants are: [C:1]1([CH3:21])[CH:6]=[C:5]([CH3:7])[CH:4]=[C:3]([CH3:8])[C:2]=1[NH:9][CH:10]=[N:11][C:12]1[C:17]([CH3:18])=[CH:16][C:15]([CH3:19])=[CH:14][C:13]=1[CH3:20].[Br:22][CH:23]([P:27](=[O:34])([O:31][CH2:32][CH3:33])[O:28][CH2:29][CH3:30])[CH:24](Br)[CH3:25].C(N(C(C)C)CC)(C)C. Given the product [Br-:22].[CH2:32]([O:31][P:27]([CH2:23][CH:24]1[N:9]([C:2]2[C:3]([CH3:8])=[CH:4][C:5]([CH3:7])=[CH:6][C:1]=2[CH3:21])[CH:10]=[N+:11]([C:12]2[C:13]([CH3:20])=[CH:14][C:15]([CH3:19])=[CH:16][C:17]=2[CH3:18])[CH2:25]1)([O:28][CH2:29][CH3:30])=[O:34])[CH3:33], predict the reactants needed to synthesize it. (4) Given the product [OH:11][C:9]1[CH:8]=[CH:7][C:6]2[N:5]([N:4]=[C:3]([NH:2][C:16]([CH:13]3[CH2:15][CH2:14]3)=[O:17])[N:12]=2)[CH:10]=1, predict the reactants needed to synthesize it. The reactants are: Br.[NH2:2][C:3]1[N:12]=[C:6]2[CH:7]=[CH:8][C:9]([OH:11])=[CH:10][N:5]2[N:4]=1.[CH:13]1([C:16](Cl)=[O:17])[CH2:15][CH2:14]1. (5) Given the product [NH2:18][CH2:17][C@@H:16]([NH:15][C:13]([C:9]1[S:10][C:11]([Cl:12])=[C:7]([C:6]2[N:5]([CH3:37])[N:4]=[CH:3][C:2]=2[Cl:46])[CH:8]=1)=[O:14])[CH2:26][C:27]1[CH:32]=[CH:31][CH:30]=[CH:29][C:28]=1[C:33]([F:36])([F:35])[F:34], predict the reactants needed to synthesize it. The reactants are: Br[C:2]1[CH:3]=[N:4][N:5]([CH3:37])[C:6]=1[C:7]1[CH:8]=[C:9]([C:13]([NH:15][C@@H:16]([CH2:26][C:27]2[CH:32]=[CH:31][CH:30]=[CH:29][C:28]=2[C:33]([F:36])([F:35])[F:34])[CH2:17][NH:18]C(=O)OC(C)(C)C)=[O:14])[S:10][C:11]=1[Cl:12].C(O)(C(F)(F)F)=O.C(Cl)[Cl:46].